Dataset: Forward reaction prediction with 1.9M reactions from USPTO patents (1976-2016). Task: Predict the product of the given reaction. (1) Given the reactants [NH2:1][C:2]1[CH:7]=[CH:6][CH:5]=[CH:4][C:3]=1[NH:8][CH2:9][CH2:10][NH:11]C(=O)OC(C)(C)C.[OH2:19].Cl[CH2:21]Cl, predict the reaction product. The product is: [NH2:11][CH2:10][CH2:9][N:8]1[C:3]2[CH:4]=[CH:5][CH:6]=[CH:7][C:2]=2[NH:1][C:21]1=[O:19]. (2) Given the reactants O1CCCCC1[O:7][NH:8][C:9]([C:11]1[CH:16]=[CH:15][C:14]([C:17]2[CH:22]=[CH:21][CH:20]=[CH:19][CH:18]=2)=[CH:13][N:12]=1)=[O:10], predict the reaction product. The product is: [OH:7][NH:8][C:9]([C:11]1[CH:16]=[CH:15][C:14]([C:17]2[CH:18]=[CH:19][CH:20]=[CH:21][CH:22]=2)=[CH:13][N:12]=1)=[O:10]. (3) Given the reactants [F:1][C:2]([F:16])([F:15])/[CH:3]=[CH:4]/[C:5]1[CH:13]=[CH:12][C:8]([C:9]([OH:11])=O)=[C:7]([CH3:14])[CH:6]=1.C(Cl)(=O)C(Cl)=O.[NH2:23][C:24]1[CH:33]=[C:32]2[C:27]([CH:28]=[C:29]([C:34]([OH:37])([CH3:36])[CH3:35])[CH:30]=[N:31]2)=[CH:26][CH:25]=1, predict the reaction product. The product is: [OH:37][C:34]([C:29]1[CH:30]=[N:31][C:32]2[C:27]([CH:28]=1)=[CH:26][CH:25]=[C:24]([NH:23][C:9](=[O:11])[C:8]1[CH:12]=[CH:13][C:5](/[CH:4]=[CH:3]/[C:2]([F:1])([F:16])[F:15])=[CH:6][C:7]=1[CH3:14])[CH:33]=2)([CH3:35])[CH3:36]. (4) Given the reactants [C:1]([O:5][C:6]([N:8]1[CH2:13][CH2:12][CH:11]([CH2:14][CH2:15]O)[CH2:10][CH2:9]1)=[O:7])([CH3:4])([CH3:3])[CH3:2].N1C=CN=C1.C1(P(C2C=CC=CC=2)C2C=CC=CC=2)C=CC=CC=1.[I:41]I, predict the reaction product. The product is: [C:1]([O:5][C:6]([N:8]1[CH2:13][CH2:12][CH:11]([CH2:14][CH2:15][I:41])[CH2:10][CH2:9]1)=[O:7])([CH3:4])([CH3:3])[CH3:2]. (5) Given the reactants C([Mg]Br)(C)C.[Cl:6][C:7]1[N:12]=[CH:11][C:10]2[C:13](I)=[N:14][N:15]([CH:16]([CH3:18])[CH3:17])[C:9]=2[CH:8]=1.Cl[C:21](=[O:26])[C:22]([O:24][CH3:25])=[O:23], predict the reaction product. The product is: [Cl:6][C:7]1[N:12]=[CH:11][C:10]2[C:13]([C:21](=[O:26])[C:22]([O:24][CH3:25])=[O:23])=[N:14][N:15]([CH:16]([CH3:18])[CH3:17])[C:9]=2[CH:8]=1. (6) Given the reactants [Cl:1][C:2]1[C:6]([CH2:7]O)=[C:5]([C:9]2[CH:14]=[CH:13][C:12]([O:15][CH3:16])=[CH:11][CH:10]=2)[S:4][N:3]=1.CS([Cl:21])(=O)=O, predict the reaction product. The product is: [Cl:1][C:2]1[C:6]([CH2:7][Cl:21])=[C:5]([C:9]2[CH:14]=[CH:13][C:12]([O:15][CH3:16])=[CH:11][CH:10]=2)[S:4][N:3]=1. (7) Given the reactants [C:1]([N:8]1[CH2:13][CH2:12][NH:11][CH2:10][CH2:9]1)([O:3][C:4]([CH3:7])([CH3:6])[CH3:5])=[O:2].[N+:14]([C:17]1[CH:22]=[CH:21][C:20]([S:23](Cl)(=[O:25])=[O:24])=[CH:19][CH:18]=1)([O-])=O.C(N(CC)CC)C, predict the reaction product. The product is: [NH2:14][C:17]1[CH:22]=[CH:21][C:20]([S:23]([N:11]2[CH2:10][CH2:9][N:8]([C:1]([O:3][C:4]([CH3:7])([CH3:6])[CH3:5])=[O:2])[CH2:13][CH2:12]2)(=[O:25])=[O:24])=[CH:19][CH:18]=1.